Dataset: Full USPTO retrosynthesis dataset with 1.9M reactions from patents (1976-2016). Task: Predict the reactants needed to synthesize the given product. The reactants are: [C:1]1([C:25]2C=[CH:29][CH:28]=[CH:27][CH:26]=2)[CH:6]=[CH:5][CH:4]=[C:3]([NH:7][C@@H:8]([CH2:12][C:13]2[CH:18]=[C:17]([O:19][CH3:20])[C:16]([O:21][CH3:22])=[C:15]([O:23][CH3:24])[CH:14]=2)[C:9]([OH:11])=[O:10])[CH:2]=1.BrC1C=C(C2C=CC=C[N:39]=2)C=CC=1. Given the product [N:39]1[CH:29]=[CH:28][CH:27]=[CH:26][C:25]=1[C:1]1[CH:2]=[C:3]([NH:7][C@@H:8]([CH2:12][C:13]2[CH:18]=[C:17]([O:19][CH3:20])[C:16]([O:21][CH3:22])=[C:15]([O:23][CH3:24])[CH:14]=2)[C:9]([OH:11])=[O:10])[CH:4]=[CH:5][CH:6]=1, predict the reactants needed to synthesize it.